The task is: Predict the reaction yield, written as a fraction of the theoretical maximum amount of product (1.0 means a 100% yield; for example, 0.34 means a 34% yield).. This data is from Reaction yield outcomes from USPTO patents with 853,638 reactions. The reactants are C(O[C:6](=O)[N:7]([CH2:9][C:10]1[N:14]2[CH:15]=[C:16]([C:29](=[O:36])[NH:30][O:31][CH2:32][CH:33]3[CH2:35][CH2:34]3)[C:17]([NH:20][C:21]3[CH:26]=[CH:25][C:24]([Br:27])=[CH:23][C:22]=3[Cl:28])=[C:18]([Cl:19])[C:13]2=[N:12][CH:11]=1)C)(C)(C)C.ClCCl.FC(F)(F)C(O)=O. No catalyst specified. The product is [CH:33]1([CH2:32][O:31][NH:30][C:29]([C:16]2[C:17]([NH:20][C:21]3[CH:26]=[CH:25][C:24]([Br:27])=[CH:23][C:22]=3[Cl:28])=[C:18]([Cl:19])[C:13]3[N:14]([C:10]([CH2:9][NH:7][CH3:6])=[CH:11][N:12]=3)[CH:15]=2)=[O:36])[CH2:35][CH2:34]1. The yield is 0.830.